Dataset: Forward reaction prediction with 1.9M reactions from USPTO patents (1976-2016). Task: Predict the product of the given reaction. (1) Given the reactants [CH:1]([O:4][C:5]1[CH:10]=[CH:9][C:8]([CH2:11]O)=[CH:7][C:6]=1[C:13]([F:16])([F:15])[F:14])([CH3:3])[CH3:2].O=S(Cl)[Cl:19], predict the reaction product. The product is: [Cl:19][CH2:11][C:8]1[CH:9]=[CH:10][C:5]([O:4][CH:1]([CH3:3])[CH3:2])=[C:6]([C:13]([F:16])([F:15])[F:14])[CH:7]=1. (2) Given the reactants [CH3:1][O:2][C:3]1[CH:8]=[CH:7][C:6]([NH:9][C:10]2[CH:11]=[CH:12][C:13]([CH2:16][NH:17][C:18]([C@:20]3([NH:25][C:26]([C:28]4[CH:29]=[C:30]([NH:34]C(=O)OC(C)(C)C)[CH:31]=[N:32][CH:33]=4)=[O:27])[CH2:24][CH2:23][O:22][CH2:21]3)=[O:19])=[N:14][CH:15]=2)=[C:5]([C:42]([F:45])([F:44])[F:43])[CH:4]=1.Cl, predict the reaction product. The product is: [NH2:34][C:30]1[CH:31]=[N:32][CH:33]=[C:28]([CH:29]=1)[C:26]([NH:25][C@@:20]1([C:18](=[O:19])[NH:17][CH2:16][C:13]2[CH:12]=[CH:11][C:10]([NH:9][C:6]3[CH:7]=[CH:8][C:3]([O:2][CH3:1])=[CH:4][C:5]=3[C:42]([F:44])([F:45])[F:43])=[CH:15][N:14]=2)[CH2:24][CH2:23][O:22][CH2:21]1)=[O:27]. (3) Given the reactants CON(C)[C:4]([C:6]1[CH:11]=[CH:10][CH:9]=[CH:8][C:7]=1[S:12][CH3:13])=[O:5].[H-].[H-].[H-].[H-].[Li+].[Al+3].O.O.O.O.O.O.O.O.O.O.S([O-])([O-])(=O)=O.[Na+].[Na+].[CH2:38]1COCC1, predict the reaction product. The product is: [CH2:13]([S:12][C:7]1[CH:8]=[CH:9][CH:10]=[CH:11][C:6]=1[CH:4]=[O:5])[CH3:38]. (4) Given the reactants [C:1]1([NH:7][NH:8][C:9]([CH2:11][CH2:12][C:13]([OH:15])=[O:14])=[O:10])[CH:6]=[CH:5][CH:4]=[CH:3][CH:2]=1.Cl[C:17](Cl)([O:19]C(=O)OC(Cl)(Cl)Cl)Cl.C(=O)([O-])O.[Na+], predict the reaction product. The product is: [O:19]=[C:17]1[O:10][C:9]([CH2:11][CH2:12][C:13]([OH:15])=[O:14])=[N:8][N:7]1[C:1]1[CH:2]=[CH:3][CH:4]=[CH:5][CH:6]=1.